From a dataset of Forward reaction prediction with 1.9M reactions from USPTO patents (1976-2016). Predict the product of the given reaction. (1) Given the reactants [OH:1][C:2]1[CH:25]=[CH:24][C:5]([C:6]([NH:8][CH2:9][CH2:10][NH:11][C:12]([C:14]2[CH:23]=[CH:22][C:21]3[C:16](=[CH:17][CH:18]=[CH:19][CH:20]=3)[CH:15]=2)=[O:13])=[O:7])=[CH:4][CH:3]=1.O[C@H:27]1[CH2:32][CH2:31][C@H:30]([CH2:33][C:34]([O:36]C)=[O:35])[CH2:29][CH2:28]1.C1(P(C2C=CC=CC=2)C2C=CC=CC=2)C=CC=CC=1.N(C(OCC)=O)=NC(OCC)=O.C(=O)([O-])O.[Na+], predict the reaction product. The product is: [CH:15]1[C:16]2[C:21](=[CH:20][CH:19]=[CH:18][CH:17]=2)[CH:22]=[CH:23][C:14]=1[C:12]([NH:11][CH2:10][CH2:9][NH:8][C:6]([C:5]1[CH:24]=[CH:25][C:2]([O:1][C@@H:27]2[CH2:32][CH2:31][C@H:30]([CH2:33][C:34]([OH:36])=[O:35])[CH2:29][CH2:28]2)=[CH:3][CH:4]=1)=[O:7])=[O:13]. (2) Given the reactants C(OC(=O)[NH:10][C:11]1([C:14]2[S:15][CH:16]=[N:17][N:18]=2)[CH2:13][CH2:12]1)C1C=CC=CC=1.CCOCC.[BrH:25], predict the reaction product. The product is: [BrH:25].[S:15]1[CH:16]=[N:17][N:18]=[C:14]1[C:11]1([NH2:10])[CH2:13][CH2:12]1. (3) Given the reactants CC(C)([O-])C.[K+].O1CCCC1.[Br:12][C:13]1[C:22]([Cl:23])=[C:21]2[C:16]([CH2:17][CH2:18][NH:19][C:20]2=[O:24])=[C:15]([Cl:25])[CH:14]=1.[CH2:26]([O:33][C:34]1[C:39]([CH2:40]Cl)=[C:38]([O:42][CH:43]([F:45])[F:44])[CH:37]=[C:36]([CH3:46])[N:35]=1)[C:27]1[CH:32]=[CH:31][CH:30]=[CH:29][CH:28]=1, predict the reaction product. The product is: [CH2:26]([O:33][C:34]1[C:39]([CH2:40][N:19]2[CH2:18][CH2:17][C:16]3[C:21](=[C:22]([Cl:23])[C:13]([Br:12])=[CH:14][C:15]=3[Cl:25])[C:20]2=[O:24])=[C:38]([O:42][CH:43]([F:44])[F:45])[CH:37]=[C:36]([CH3:46])[N:35]=1)[C:27]1[CH:28]=[CH:29][CH:30]=[CH:31][CH:32]=1. (4) The product is: [Br:8][C:5]1[CH:6]=[CH:7][C:2]([C:15]2([OH:14])[CH2:18][CH:17]([C:19]([O:21][CH3:22])=[O:20])[CH2:16]2)=[CH:3][CH:4]=1. Given the reactants Br[C:2]1[CH:7]=[CH:6][C:5]([Br:8])=[CH:4][CH:3]=1.[Li]CCCC.[O:14]=[C:15]1[CH2:18][CH:17]([C:19]([O:21][CH3:22])=[O:20])[CH2:16]1, predict the reaction product. (5) The product is: [CH3:20][O:19][C:15]1[CH:14]=[C:13]2[C:18]([C:9]([O:8][C:5]3[CH:4]=[CH:3][C:2]([NH:37][C:30]4[C:31]5[C:36](=[CH:35][CH:34]=[CH:33][CH:32]=5)[C:27]([C:21]5[CH:26]=[CH:25][CH:24]=[CH:23][CH:22]=5)=[N:28][N:29]=4)=[N:7][CH:6]=3)=[CH:10][CH:11]=[N:12]2)=[N:17][CH:16]=1. Given the reactants Br[C:2]1[N:7]=[CH:6][C:5]([O:8][C:9]2[CH:10]=[CH:11][N:12]=[C:13]3[C:18]=2[N:17]=[CH:16][C:15]([O:19][CH3:20])=[CH:14]3)=[CH:4][CH:3]=1.[C:21]1([C:27]2[C:36]3[C:31](=[CH:32][CH:33]=[CH:34][CH:35]=3)[C:30]([NH2:37])=[N:29][N:28]=2)[CH:26]=[CH:25][CH:24]=[CH:23][CH:22]=1.CC(C)([O-])C.[Na+], predict the reaction product. (6) Given the reactants [C:1]([C:3]1[CH:4]=[C:5]([C:9]2[N:10]=[CH:11][N:12](C(C3C=CC=CC=3)(C3C=CC=CC=3)C3C=CC=CC=3)[CH:13]=2)[CH:6]=[CH:7][CH:8]=1)#[N:2].Cl, predict the reaction product. The product is: [C:1]([C:3]1[CH:4]=[C:5]([C:9]2[N:10]=[CH:11][NH:12][CH:13]=2)[CH:6]=[CH:7][CH:8]=1)#[N:2].